Dataset: Full USPTO retrosynthesis dataset with 1.9M reactions from patents (1976-2016). Task: Predict the reactants needed to synthesize the given product. (1) Given the product [NH2:1][C:2]1[N:7]=[CH:6][N:5]=[C:4]2[N:8]([C:33]3[CH:34]=[CH:35][C:36]([CH2:39][N:41]4[CH2:46][CH2:45][O:44][CH2:43][CH2:42]4)=[CH:37][CH:38]=3)[N:9]=[C:10]([C:11]3[CH:16]=[CH:15][C:14]([NH:17][C:18](=[O:30])[C:19]4[CH:24]=[CH:23][C:22]([C:25]([F:27])([F:26])[F:28])=[CH:21][C:20]=4[F:29])=[C:13]([O:31][CH3:32])[CH:12]=3)[C:3]=12, predict the reactants needed to synthesize it. The reactants are: [NH2:1][C:2]1[N:7]=[CH:6][N:5]=[C:4]2[N:8]([C:33]3[CH:38]=[CH:37][C:36]([CH:39]=O)=[CH:35][CH:34]=3)[N:9]=[C:10]([C:11]3[CH:16]=[CH:15][C:14]([NH:17][C:18](=[O:30])[C:19]4[CH:24]=[CH:23][C:22]([C:25]([F:28])([F:27])[F:26])=[CH:21][C:20]=4[F:29])=[C:13]([O:31][CH3:32])[CH:12]=3)[C:3]=12.[NH:41]1[CH2:46][CH2:45][O:44][CH2:43][CH2:42]1.C(O[BH-](OC(=O)C)OC(=O)C)(=O)C.[Na+].[OH-].[Na+]. (2) The reactants are: C([O:8][CH2:9][C:10]([CH:13]1[O:26][CH2:25][C:24]2[C:23]3[C:18](=[CH:19][CH:20]=[CH:21][C:22]=3[CH3:27])[C:17](=[O:28])[NH:16][C:15]=2[CH2:14]1)([CH3:12])[CH3:11])C1C=CC=CC=1. Given the product [OH:8][CH2:9][C:10]([CH:13]1[O:26][CH2:25][C:24]2[C:23]3[C:18](=[CH:19][CH:20]=[CH:21][C:22]=3[CH3:27])[C:17](=[O:28])[NH:16][C:15]=2[CH2:14]1)([CH3:11])[CH3:12], predict the reactants needed to synthesize it. (3) Given the product [F:1][C:2]1[CH:7]=[C:6]([F:8])[CH:5]=[CH:4][C:3]=1[C:9]1[N:10]=[C:11]2[N:15]([C:16]=1[C:24]1[CH:25]=[CH:26][C:27]3[N:28]([C:30]([CH:33]([CH3:35])[CH3:34])=[N:31][N:32]=3)[N:29]=1)[CH:14]=[CH:13][O:12]2, predict the reactants needed to synthesize it. The reactants are: [F:1][C:2]1[CH:7]=[C:6]([F:8])[CH:5]=[CH:4][C:3]=1[C:9]1[N:10]=[C:11]2[N:15]([C:16]=1I)[CH:14]=[CH:13][O:12]2.C([Mg]Cl)(C)C.I[C:24]1[CH:25]=[CH:26][C:27]2[N:28]([C:30]([CH:33]([CH3:35])[CH3:34])=[N:31][N:32]=2)[N:29]=1.CN(C=O)C. (4) Given the product [ClH:1].[NH2:9][CH2:10][C@H:11]1[CH2:12][CH2:13][C@H:14]([C:17]([NH:19][C@@H:20]([CH2:44][C:45]2[CH:46]=[CH:47][C:48]([C:51]3[CH:56]=[CH:55][CH:54]=[CH:53][C:52]=3[C:57](=[O:59])[NH2:58])=[CH:49][CH:50]=2)[C:21]([NH:23][C:24]2[CH:29]=[CH:28][C:27]([C:30]3[NH:34][N:33]=[C:32]([C:35]([F:43])([F:42])[C:36]([F:40])([F:41])[C:37]([OH:39])=[O:38])[N:31]=3)=[CH:26][CH:25]=2)=[O:22])=[O:18])[CH2:15][CH2:16]1, predict the reactants needed to synthesize it. The reactants are: [ClH:1].C(OC([NH:9][CH2:10][C@H:11]1[CH2:16][CH2:15][C@H:14]([C:17]([NH:19][C@@H:20]([CH2:44][C:45]2[CH:50]=[CH:49][C:48]([C:51]3[CH:56]=[CH:55][CH:54]=[CH:53][C:52]=3[C:57](=[O:59])[NH2:58])=[CH:47][CH:46]=2)[C:21]([NH:23][C:24]2[CH:29]=[CH:28][C:27]([C:30]3[NH:34][N:33]=[C:32]([C:35]([F:43])([F:42])[C:36]([F:41])([F:40])[C:37]([OH:39])=[O:38])[N:31]=3)=[CH:26][CH:25]=2)=[O:22])=[O:18])[CH2:13][CH2:12]1)=O)(C)(C)C.C(#N)C. (5) Given the product [Br:1][C:2]1[C:3]([O:8][C@@H:9]([CH3:12])[CH2:10][OH:11])=[N:4][CH:5]=[CH:6][CH:7]=1, predict the reactants needed to synthesize it. The reactants are: [Br:1][C:2]1[C:3]([O:8][C@H:9]([CH3:12])[CH2:10][OH:11])=[N:4][CH:5]=[CH:6][CH:7]=1.C(OC[C@@H](O)C)C1C=CC=CC=1. (6) Given the product [Br:32][C:33]1[CH:34]=[CH:35][C:36]([C:39]2[CH:44]=[CH:43][C:42]([O:45][CH2:52][CH2:51][CH2:50][CH2:49][CH2:48][CH2:47][Br:46])=[CH:41][CH:40]=2)=[CH:37][CH:38]=1, predict the reactants needed to synthesize it. The reactants are: C1(P(C2C=CC=CC=2)C2C=CC=CC=2)C=CC=CC=1.CCOC(/N=N/C(OCC)=O)=O.[Br:32][C:33]1[CH:38]=[CH:37][C:36]([C:39]2[CH:44]=[CH:43][C:42]([OH:45])=[CH:41][CH:40]=2)=[CH:35][CH:34]=1.[Br:46][C:47]1[CH:52]=[CH:51][C:50](C2C=CC(OCCCCCCO)=CC=2)=[CH:49][CH:48]=1. (7) Given the product [C:27]([OH:34])(=[O:33])/[CH:28]=[CH:29]/[C:30]([OH:32])=[O:31].[Cl:1][C:2]1[CH:9]=[CH:8][C:5]([C:6]#[N:7])=[C:4]([O:10][C:11]2[CH:16]=[CH:15][CH:14]=[C:13]([CH2:19][NH:24][CH3:23])[CH:12]=2)[CH:3]=1, predict the reactants needed to synthesize it. The reactants are: [Cl:1][C:2]1[CH:9]=[CH:8][C:5]([C:6]#[N:7])=[C:4]([O:10][C:11]2[CH:16]=[CH:15][C:14](OC)=[C:13]([CH:19]=O)[CH:12]=2)[CH:3]=1.CN.[C:23]([BH3-])#[N:24].[Na+].[C:27]([OH:34])(=[O:33])/[CH:28]=[CH:29]/[C:30]([OH:32])=[O:31].